This data is from Reaction yield outcomes from USPTO patents with 853,638 reactions. The task is: Predict the reaction yield, written as a fraction of the theoretical maximum amount of product (1.0 means a 100% yield; for example, 0.34 means a 34% yield). (1) The reactants are [F:1][C:2]1[CH:3]=[C:4]([CH:13]=[CH:14][C:15]=1[CH2:16][CH2:17][N+:18]([O-:20])=O)[O:5][CH2:6][C:7]1[CH:12]=[CH:11][CH:10]=[CH:9][N:8]=1.C[O-].[Li+].[C:24]([C:26]1[C:27]([NH2:32])=[N:28][CH:29]=[CH:30][CH:31]=1)#[CH:25].C(N(CC)CC)C. The catalyst is [Ti](Cl)(Cl)(Cl)Cl.O.O1CCCC1.C(OCC)(=O)C.CO. The product is [F:1][C:2]1[CH:3]=[C:4]([O:5][CH2:6][C:7]2[CH:12]=[CH:11][CH:10]=[CH:9][N:8]=2)[CH:13]=[CH:14][C:15]=1[CH2:16][C:17]1[CH:25]=[C:24]([C:26]2[C:27]([NH2:32])=[N:28][CH:29]=[CH:30][CH:31]=2)[O:20][N:18]=1. The yield is 0.197. (2) The reactants are [CH2:1]([NH:4][C:5]1[S:6][C:7]([CH2:10][NH:11][C:12]2[S:13][C:14]([CH2:17][NH:18][C:19]3[S:20][CH:21]=[C:22]([C:24]4[CH:29]=[CH:28][C:27]([CH3:30])=[CH:26][CH:25]=4)[N:23]=3)=[CH:15][N:16]=2)=[CH:8][N:9]=1)[CH2:2][CH3:3].CCOCC.[ClH:36]. No catalyst specified. The product is [ClH:36].[ClH:36].[ClH:36].[CH2:1]([NH:4][C:5]1[S:6][C:7]([CH2:10][NH:11][C:12]2[S:13][C:14]([CH2:17][NH:18][C:19]3[S:20][CH:21]=[C:22]([C:24]4[CH:29]=[CH:28][C:27]([CH3:30])=[CH:26][CH:25]=4)[N:23]=3)=[CH:15][N:16]=2)=[CH:8][N:9]=1)[CH2:2][CH3:3]. The yield is 0.320. (3) The reactants are Br[C:2]1[CH:3]=[C:4]([NH:10][C:11]2[CH:16]=[CH:15][N:14]=[CH:13][N:12]=2)[C:5](=[O:9])[N:6]([CH3:8])[CH:7]=1.CC(C1C=C(C(C)C)C(C2C=CC=CC=2P(C2CCCCC2)C2CCCCC2)=C(C(C)C)C=1)C.C([O-])(=O)C.[K+].[CH3:56][C:57]1([CH3:73])[C:61]([CH3:63])([CH3:62])[O:60][B:59]([B:59]2[O:60][C:61]([CH3:63])([CH3:62])[C:57]([CH3:73])([CH3:56])[O:58]2)[O:58]1. The catalyst is C1C=CC(/C=C/C(/C=C/C2C=CC=CC=2)=O)=CC=1.C1C=CC(/C=C/C(/C=C/C2C=CC=CC=2)=O)=CC=1.C1C=CC(/C=C/C(/C=C/C2C=CC=CC=2)=O)=CC=1.[Pd].[Pd].O1CCOCC1. The product is [CH3:8][N:6]1[CH:7]=[C:2]([B:59]2[O:60][C:61]([CH3:63])([CH3:62])[C:57]([CH3:73])([CH3:56])[O:58]2)[CH:3]=[C:4]([NH:10][C:11]2[CH:16]=[CH:15][N:14]=[CH:13][N:12]=2)[C:5]1=[O:9]. The yield is 0.820. (4) The reactants are [I-].C[S+](C)(C)=O.[H-].[Na+].S1C2C=CC=CC=2C(N2CCN(CC[C:26]3[CH:27]=[C:28]4[C:32](=[CH:33][CH:34]=3)[N:31](C)[C:30](=O)[C:29]4=[C:37]([CH3:39])C)CC2)=N1. The catalyst is CN(C)C=O.CCOC(C)=O. The product is [N:31]1[C:32]2[C:28](=[CH:27][CH:26]=[CH:34][CH:33]=2)[C:29]2([CH2:37][CH2:39]2)[CH:30]=1. The yield is 0.640. (5) The reactants are NS(N)(=O)=O.Cl[CH2:7][CH2:8][CH2:9][S:10]([N:13]1[CH2:18][CH2:17][CH:16]([C:19]2[C:27]3[C:22](=[C:23]([C:35]([NH2:37])=[O:36])[CH:24]=[C:25]([C:28]4[CH:33]=[CH:32][C:31]([F:34])=[CH:30][CH:29]=4)[CH:26]=3)[NH:21][CH:20]=2)[CH2:15][CH2:14]1)(=[O:12])=[O:11].[NH:38]1[CH2:42][CH2:41][CH2:40][CH2:39]1.C([O-])([O-])=O.[K+].[K+].[Na+].[I-]. No catalyst specified. The product is [F:34][C:31]1[CH:32]=[CH:33][C:28]([C:25]2[CH:26]=[C:27]3[C:22](=[C:23]([C:35]([NH2:37])=[O:36])[CH:24]=2)[NH:21][CH:20]=[C:19]3[CH:16]2[CH2:17][CH2:18][N:13]([S:10]([CH2:9][CH2:8][CH2:7][N:38]3[CH2:42][CH2:41][CH2:40][CH2:39]3)(=[O:12])=[O:11])[CH2:14][CH2:15]2)=[CH:29][CH:30]=1. The yield is 0.230.